Dataset: Full USPTO retrosynthesis dataset with 1.9M reactions from patents (1976-2016). Task: Predict the reactants needed to synthesize the given product. (1) Given the product [CH2:3]1[C:4]2([O:5][CH2:6][CH:7]([CH2:10][O:11][C:12]3[C:17]([CH3:18])=[CH:16][N:15]=[C:14]([CH2:19][S:20]([C:21]4[NH:22][C:23]5[CH:29]=[CH:28][CH:27]=[CH:26][C:24]=5[N:25]=4)=[O:39])[C:13]=3[CH3:30])[CH2:8][O:9]2)[CH2:1][CH2:2]1, predict the reactants needed to synthesize it. The reactants are: [CH2:1]1[C:4]2([O:9][CH2:8][CH:7]([CH2:10][O:11][C:12]3[C:17]([CH3:18])=[CH:16][N:15]=[C:14]([CH2:19][S:20][C:21]4[NH:25][C:24]5[CH:26]=[CH:27][CH:28]=[CH:29][C:23]=5[N:22]=4)[C:13]=3[CH3:30])[CH2:6][O:5]2)[CH2:3][CH2:2]1.ClC1C=CC=C(C(OO)=[O:39])C=1.C(=O)([O-])O.[Na+]. (2) Given the product [CH3:11][S:8]([C:7]1[CH:6]=[CH:5][C:4]([C:12]2[S:16][C:15]([NH:17][C:18](=[O:20])[CH3:19])=[N:14][C:13]=2[CH3:21])=[CH:3][C:2]=1[N:26]1[CH2:27][CH2:28][N:23]([CH3:22])[CH2:24][CH2:25]1)(=[O:10])=[O:9], predict the reactants needed to synthesize it. The reactants are: F[C:2]1[CH:3]=[C:4]([C:12]2[S:16][C:15]([NH:17][C:18](=[O:20])[CH3:19])=[N:14][C:13]=2[CH3:21])[CH:5]=[CH:6][C:7]=1[S:8]([CH3:11])(=[O:10])=[O:9].[CH3:22][N:23]1[CH2:28][CH2:27][NH:26][CH2:25][CH2:24]1. (3) Given the product [CH2:24]([O:23][C:19](=[O:22])/[CH:20]=[C:21]1/[C:2]2[CH:7]=[CH:6][C:5]([F:8])=[CH:4][C:3]=2[O:9][CH2:10][C:11]2[C:16]([F:17])=[CH:15][CH:14]=[CH:13][C:12]/1=2)[CH3:25], predict the reactants needed to synthesize it. The reactants are: Br[C:2]1[CH:7]=[CH:6][C:5]([F:8])=[CH:4][C:3]=1[O:9][CH2:10][C:11]1[C:16]([F:17])=[CH:15][CH:14]=[CH:13][C:12]=1Br.[C:19]([O:23][CH2:24][CH3:25])(=[O:22])[CH:20]=[CH2:21].C([O-])(=O)C.[Na+]. (4) Given the product [CH3:39][C:38]1[O:37][C:36]([C:40]2[CH:41]=[CH:42][CH:43]=[CH:44][CH:45]=2)=[N:35][C:34]=1[CH2:33][CH2:32][O:31][C:28]1[N:27]=[CH:26][C:25]([CH2:24][C:19]2([C:17]([OH:18])=[O:1])[CH2:23][CH2:22][CH2:21][O:20]2)=[CH:30][CH:29]=1, predict the reactants needed to synthesize it. The reactants are: [OH2:1].[OH-].[Li+].C([C@H]1COC(=O)N1[C:17]([C:19]1([CH2:24][C:25]2[CH:26]=[N:27][C:28]([O:31][CH2:32][CH2:33][C:34]3[N:35]=[C:36]([C:40]4[CH:45]=[CH:44][CH:43]=[CH:42][CH:41]=4)[O:37][C:38]=3[CH3:39])=[CH:29][CH:30]=2)[CH2:23][CH2:22][CH2:21][O:20]1)=[O:18])C1C=CC=CC=1. (5) Given the product [CH3:11][NH:12][C:5](=[O:6])[C:4]1[CH:8]=[CH:9][CH:10]=[C:2]([CH3:1])[CH:3]=1, predict the reactants needed to synthesize it. The reactants are: [CH3:1][C:2]1[CH:3]=[C:4]([CH:8]=[CH:9][CH:10]=1)[C:5](O)=[O:6].[CH3:11][N:12](C(ON1N=NC2C=CC=NC1=2)=[N+](C)C)C.F[P-](F)(F)(F)(F)F.CCN(C(C)C)C(C)C.CN.C1COCC1. (6) Given the product [CH3:28][O:29][C:30](=[O:42])[C:31]1[CH:36]=[CH:35][C:34]([O:15][CH2:14][CH:13]([N:12]2[C:11]3[CH:22]=[C:23]([F:27])[C:24]([F:26])=[CH:25][C:10]=3[N:9]=[C:8]2[C:5]2[CH:6]=[CH:7][C:2]([Cl:1])=[CH:3][CH:4]=2)[CH:16]2[CH2:17][CH2:18][CH2:19][CH2:20][CH2:21]2)=[C:33]([C:38]([F:39])([F:41])[F:40])[CH:32]=1, predict the reactants needed to synthesize it. The reactants are: [Cl:1][C:2]1[CH:7]=[CH:6][C:5]([C:8]2[N:12]([CH:13]([CH:16]3[CH2:21][CH2:20][CH2:19][CH2:18][CH2:17]3)[CH2:14][OH:15])[C:11]3[CH:22]=[C:23]([F:27])[C:24]([F:26])=[CH:25][C:10]=3[N:9]=2)=[CH:4][CH:3]=1.[CH3:28][O:29][C:30](=[O:42])[C:31]1[CH:36]=[CH:35][C:34](Cl)=[C:33]([C:38]([F:41])([F:40])[F:39])[CH:32]=1. (7) Given the product [F:1][C:2]1[CH:3]=[C:4]2[C:9](=[CH:10][CH:11]=1)[CH:8]=[N:7][C:6]([NH:12][C:13](=[O:45])[O:14][CH2:15][C@@H:16]([N:31]([CH3:44])[C:32]([NH:34][CH2:35][C:36]1[CH:41]=[CH:40][CH:39]=[C:38]([F:42])[C:37]=1[Cl:43])=[O:33])[CH2:17][CH2:18][CH2:19][NH2:20])=[CH:5]2, predict the reactants needed to synthesize it. The reactants are: [F:1][C:2]1[CH:3]=[C:4]2[C:9](=[CH:10][CH:11]=1)[CH:8]=[N:7][C:6]([NH:12][C:13](=[O:45])[O:14][CH2:15][C@@H:16]([N:31]([CH3:44])[C:32]([NH:34][CH2:35][C:36]1[CH:41]=[CH:40][CH:39]=[C:38]([F:42])[C:37]=1[Cl:43])=[O:33])[CH2:17][CH2:18][CH2:19][N:20]1C(=O)C3C(=CC=CC=3)C1=O)=[CH:5]2.NN.